Dataset: Full USPTO retrosynthesis dataset with 1.9M reactions from patents (1976-2016). Task: Predict the reactants needed to synthesize the given product. (1) Given the product [F:16][C:17]1[CH:22]=[C:21]([F:23])[CH:20]=[CH:19][C:18]=1[C@:24]12[CH2:33][O:32][C@@H:31]([CH:34]3[CH2:35][CH2:36][CH2:37][O:39]3)[CH2:30][C@H:29]1[CH2:28][S:27][C:26]([NH:40][C:41](=[O:48])[C:42]1[CH:47]=[CH:46][CH:45]=[CH:44][CH:43]=1)=[N:25]2, predict the reactants needed to synthesize it. The reactants are: FC(F)(F)S(OS(C(F)(F)F)(=O)=O)(=O)=O.[F:16][C:17]1[CH:22]=[C:21]([F:23])[CH:20]=[CH:19][C:18]=1[C@:24]12[CH2:33][O:32][C@@H:31]([CH:34]([OH:39])[CH2:35][CH2:36][CH2:37]O)[CH2:30][C@H:29]1[CH2:28][S:27][C:26]([NH:40][C:41](=[O:48])[C:42]1[CH:47]=[CH:46][CH:45]=[CH:44][CH:43]=1)=[N:25]2.CC1C=CC=C(C)N=1. (2) Given the product [I:15][C:10]1[CH:9]=[CH:8][C:7]2[N:6]([CH2:17][CH2:18][CH2:19][CH2:20][CH2:21][CH2:22][CH2:23][CH2:24][CH2:25][CH2:26][CH2:27][OH:28])[C:5]3[C:13]([C:12]=2[CH:11]=1)=[CH:14][C:2]([I:1])=[CH:3][CH:4]=3, predict the reactants needed to synthesize it. The reactants are: [I:1][C:2]1[CH:3]=[CH:4][C:5]2[NH:6][C:7]3[C:12]([C:13]=2[CH:14]=1)=[CH:11][C:10]([I:15])=[CH:9][CH:8]=3.Br[CH2:17][CH2:18][CH2:19][CH2:20][CH2:21][CH2:22][CH2:23][CH2:24][CH2:25][CH2:26][CH2:27][OH:28].C([O-])([O-])=O.[K+].[K+].O. (3) Given the product [NH:1]1[C:4]2[C:5](=[CH:6][CH:7]=[C:8]3[CH2:9][CH2:10][N:11]([C:15]([O:17][CH3:24])=[O:16])[CH2:12][CH2:13][C:14]3=2)[CH:19]=[CH:18]1, predict the reactants needed to synthesize it. The reactants are: [N+:1]([C:4]1[C:14]2[CH2:13][CH2:12][N:11]([C:15]([O-:17])=[O:16])[CH2:10][CH2:9][C:8]=2[CH:7]=[CH:6][CH:5]=1)([O-])=O.[CH:18]([Mg]Br)=[CH2:19].[Cl-].[NH4+].[CH2:24]1COCC1. (4) Given the product [Cl:26][C:15]1[N:14]2[C:10](=[N:11][C:12]3[CH:20]=[CH:19][CH:18]=[CH:17][C:13]=32)[C:9]([C:21]#[N:22])=[C:8]([CH3:23])[C:7]=1[CH:1]1[CH2:6][CH2:5][CH2:4][CH2:3][CH2:2]1, predict the reactants needed to synthesize it. The reactants are: [CH:1]1([C:7]2[C:15](=O)[N:14]3[C:10]([NH:11][C:12]4[CH:20]=[CH:19][CH:18]=[CH:17][C:13]=43)=[C:9]([C:21]#[N:22])[C:8]=2[CH3:23])[CH2:6][CH2:5][CH2:4][CH2:3][CH2:2]1.P(Cl)(Cl)([Cl:26])=O. (5) The reactants are: [OH:1][C:2]1[CH:7]=[CH:6][C:5]([CH2:8][C:9]([O:11][CH3:12])=[O:10])=[CH:4][CH:3]=1.C(=O)([O-])[O-].[Cs+].[Cs+].Br[CH2:20][CH2:21][O:22][CH2:23][C:24]1[CH:29]=[CH:28][CH:27]=[CH:26][CH:25]=1.O. Given the product [CH2:23]([O:22][CH2:21][CH2:20][O:1][C:2]1[CH:3]=[CH:4][C:5]([CH2:8][C:9]([O:11][CH3:12])=[O:10])=[CH:6][CH:7]=1)[C:24]1[CH:29]=[CH:28][CH:27]=[CH:26][CH:25]=1, predict the reactants needed to synthesize it. (6) Given the product [ClH:18].[NH2:9][C@H:4]1[CH2:5][CH2:6][CH2:7][CH2:8][N:2]([CH3:1])[C:3]1=[O:17], predict the reactants needed to synthesize it. The reactants are: [CH3:1][N:2]1[CH2:8][CH2:7][CH2:6][CH2:5][C@H:4]([NH:9]C(=O)OC(C)(C)C)[C:3]1=[O:17].[ClH:18].O1CCOCC1. (7) Given the product [NH2:1][C:2]1[CH:11]=[C:10]([N:12]2[CH2:13][CH2:14][N:15]([C:18]([NH:20][C@@H:21]([CH3:25])[C:22]([NH:29][C:32]3[CH:33]=[CH:43][C:44]([F:51])=[CH:45][CH:46]=3)=[O:23])=[O:19])[CH2:16][CH2:17]2)[C:9]2[C:4](=[CH:5][C:6]([Cl:26])=[CH:7][CH:8]=2)[N:3]=1, predict the reactants needed to synthesize it. The reactants are: [NH2:1][C:2]1[CH:11]=[C:10]([N:12]2[CH2:17][CH2:16][N:15]([C:18]([NH:20][C@@H:21]([CH3:25])[C:22](O)=[O:23])=[O:19])[CH2:14][CH2:13]2)[C:9]2[C:4](=[CH:5][C:6]([Cl:26])=[CH:7][CH:8]=2)[N:3]=1.CC[N:29]([CH2:32][CH3:33])CC.CN(C(ON1N=N[C:44]2[CH:45]=[CH:46]C=N[C:43]1=2)=[N+](C)C)C.[F:51][P-](F)(F)(F)(F)F. (8) The reactants are: [C:1]([O:4][C@H:5]1[CH2:10][CH2:9][C@@:8]([C@H:12]2[CH2:20][CH2:19][C@@:18]3([CH3:21])[C@@H:14]([CH2:15][CH2:16][C@:17]3([C:23]3[O:24][CH:25]=[CH:26][CH:27]=3)[OH:22])[C@@H:13]2[CH2:28][OH:29])([CH3:11])[C@@H:7]([CH2:30][OH:31])[CH2:6]1)(=[O:3])[CH3:2].[CH3:32][C:33](OC(C)=O)=[O:34]. Given the product [C:33]([O:31][CH2:30][C@H:7]1[CH2:6][C@@H:5]([O:4][C:1](=[O:3])[CH3:2])[CH2:10][CH2:9][C@@:8]1([C@H:12]1[CH2:20][CH2:19][C@@:18]2([CH3:21])[C@@H:14]([CH2:15][CH2:16][C@:17]2([C:23]2[O:24][CH:25]=[CH:26][CH:27]=2)[OH:22])[C@@H:13]1[CH2:28][OH:29])[CH3:11])(=[O:34])[CH3:32], predict the reactants needed to synthesize it.